Dataset: Peptide-MHC class I binding affinity with 185,985 pairs from IEDB/IMGT. Task: Regression. Given a peptide amino acid sequence and an MHC pseudo amino acid sequence, predict their binding affinity value. This is MHC class I binding data. (1) The binding affinity (normalized) is 0.856. The peptide sequence is EVFEIIRSY. The MHC is HLA-A26:01 with pseudo-sequence HLA-A26:01. (2) The MHC is HLA-B40:01 with pseudo-sequence HLA-B40:01. The binding affinity (normalized) is 0. The peptide sequence is VFSDGRVAC. (3) The peptide sequence is ISIIVLFQR. The MHC is HLA-B07:02 with pseudo-sequence HLA-B07:02. The binding affinity (normalized) is 0.288. (4) The binding affinity (normalized) is 0.516. The peptide sequence is ATVYDINQML. The MHC is Mamu-A01 with pseudo-sequence Mamu-A01. (5) The peptide sequence is IKLEPVHGVY. The MHC is HLA-A33:01 with pseudo-sequence HLA-A33:01. The binding affinity (normalized) is 0.